Predict the reactants needed to synthesize the given product. From a dataset of Full USPTO retrosynthesis dataset with 1.9M reactions from patents (1976-2016). (1) Given the product [NH2:19][C:10]1[C:9]2[N:8]=[C:7]([CH3:20])[N:6]([CH2:5][CH2:4][CH2:3][CH2:2][NH:1][C:27]([N:21]3[CH2:26][CH2:25][O:24][CH2:23][CH2:22]3)=[O:28])[C:18]=2[C:17]2[CH2:16][CH2:15][CH2:14][CH2:13][C:12]=2[N:11]=1, predict the reactants needed to synthesize it. The reactants are: [NH2:1][CH2:2][CH2:3][CH2:4][CH2:5][N:6]1[C:18]2[C:17]3[CH2:16][CH2:15][CH2:14][CH2:13][C:12]=3[N:11]=[C:10]([NH2:19])[C:9]=2[N:8]=[C:7]1[CH3:20].[N:21]1([C:27](Cl)=[O:28])[CH2:26][CH2:25][O:24][CH2:23][CH2:22]1. (2) Given the product [N:23]([C:7]([C:3]1[CH:4]=[N:5][O:6][C:2]=1[CH3:1])=[O:9])=[N+:24]=[N-:25], predict the reactants needed to synthesize it. The reactants are: [CH3:1][C:2]1[O:6][N:5]=[CH:4][C:3]=1[C:7]([OH:9])=O.C(N(CC)CC)C.C(OC(Cl)=O)C.[N-:23]=[N+:24]=[N-:25].[Na+]. (3) Given the product [Cl:37][C:34]1[CH:35]=[CH:7][C:6]([CH2:5][CH:4]([NH:3][C:33]([C:31]2[N:27]=[CH:28][C:30]3[C:17]([CH:32]=2)=[CH:16][CH:15]=[CH:20][CH:19]=3)=[O:1])[C:12]([OH:14])=[O:13])=[CH:11][CH:2]=1, predict the reactants needed to synthesize it. The reactants are: [OH2:1].[CH:2]1[C:11]2[C:6](=[CH:7]C=CC=2)[CH:5]=[C:4]([C:12]([OH:14])=[O:13])[N:3]=1.[CH:15]1[CH:16]=[CH:17]C2N(O)N=N[C:19]=2[CH:20]=1.CC[N:27]([CH:31]([CH3:33])[CH3:32])[CH:28]([CH3:30])C.[CH2:34]([Cl:37])[CH2:35]Cl. (4) Given the product [F:13][C:14]1[CH:19]=[CH:18][C:17]([C@H:11]2[CH2:12][C:7](=[O:6])[CH:8]=[CH:9][N:10]2[C:2]([O:4][C@@H:23]2[CH2:27][C@H:14]([CH3:19])[CH2:15][CH2:25][C@H:24]2[CH:16]([CH3:22])[CH3:17])=[O:3])=[C:16]([CH3:22])[CH:15]=1, predict the reactants needed to synthesize it. The reactants are: Cl[C:2]([O-:4])=[O:3].C[O:6][C:7]1[CH:12]=[CH:11][N:10]=[CH:9][CH:8]=1.[F:13][C:14]1[CH:19]=[CH:18][C:17]([Mg]Br)=[C:16]([CH3:22])[CH:15]=1.[CH2:23]1[CH2:27]O[CH2:25][CH2:24]1.